From a dataset of Full USPTO retrosynthesis dataset with 1.9M reactions from patents (1976-2016). Predict the reactants needed to synthesize the given product. (1) Given the product [C:2]1([N:8]2[CH:12]=[N:11][CH:10]=[N:9]2)[CH:7]=[CH:6][CH:5]=[CH:4][CH:3]=1, predict the reactants needed to synthesize it. The reactants are: I[C:2]1[CH:7]=[CH:6][CH:5]=[CH:4][CH:3]=1.[NH:8]1[CH:12]=[N:11][CH:10]=[N:9]1.C(=O)([O-])[O-].[Cs+].[Cs+]. (2) Given the product [CH3:1][O:2][C:3]([C:5]1[C:6]([OH:34])=[C:7]2[C:12](=[C:13]([C:40]3[CH:41]=[N:42][CH:43]=[CH:44][CH:45]=3)[N:14]=1)[N:11]([CH2:16][C:17]1[CH:22]=[CH:21][CH:20]=[CH:19][CH:18]=1)[C:10](=[O:23])[C:9]([C:24]1[CH:29]=[CH:28][CH:27]=[C:26]([C:30]([F:33])([F:32])[F:31])[CH:25]=1)=[CH:8]2)=[O:4], predict the reactants needed to synthesize it. The reactants are: [CH3:1][O:2][C:3]([C:5]1[C:6]([OH:34])=[C:7]2[C:12](=[C:13](Br)[N:14]=1)[N:11]([CH2:16][C:17]1[CH:22]=[CH:21][CH:20]=[CH:19][CH:18]=1)[C:10](=[O:23])[C:9]([C:24]1[CH:29]=[CH:28][CH:27]=[C:26]([C:30]([F:33])([F:32])[F:31])[CH:25]=1)=[CH:8]2)=[O:4].C([Sn](CCCC)(CCCC)[C:40]1[CH:41]=[N:42][CH:43]=[CH:44][CH:45]=1)CCC.CCOC(C)=O.Cl. (3) Given the product [O:17]1[C:22]2[CH:23]=[CH:24][CH:25]=[C:26]([N:27]3[CH2:32][CH2:31][N:30]([CH2:33][CH2:34][CH:35]([CH:42]4[N:46]([CH2:47][CH3:48])[C:45](=[O:49])[CH2:44][CH2:43]4)[C:36]4[CH:41]=[CH:40][CH:39]=[CH:38][CH:37]=4)[CH2:29][CH2:28]3)[C:21]=2[O:20][CH2:19][CH2:18]1, predict the reactants needed to synthesize it. The reactants are: COC(=O)CC(C1C=CC=CC=1)C[N+]([O-])=O.[O:17]1[C:22]2[CH:23]=[CH:24][CH:25]=[C:26]([N:27]3[CH2:32][CH2:31][N:30]([C:33](=O)[CH2:34][CH:35]([CH:42]4[N:46]([CH2:47][CH3:48])[C:45](=[O:49])[CH2:44][CH2:43]4)[C:36]4[CH:41]=[CH:40][CH:39]=[CH:38][CH:37]=4)[CH2:29][CH2:28]3)[C:21]=2[O:20][CH2:19][CH2:18]1.O1C2C=CC=C(N3CCN(C(=O)CC(C4NC(=O)CC4)C4C=CC=CC=4)CC3)C=2OCC1. (4) Given the product [CH:1]([C:4]1[CH:5]=[CH:6][C:7]([C:10]2[N:14]([CH2:15][CH2:16][O:17][CH3:18])[C:13]3[C:19]([O:29][CH3:30])=[CH:20][C:21]([CH2:27][OH:28])=[C:22]([C:23]([F:24])([F:25])[F:26])[C:12]=3[N:11]=2)=[CH:8][CH:9]=1)([CH3:3])[CH3:2], predict the reactants needed to synthesize it. The reactants are: [CH:1]([C:4]1[CH:9]=[CH:8][C:7]([C:10]2[N:14]([CH2:15][CH2:16][O:17][CH3:18])[C:13]3[C:19]([O:29][CH3:30])=[CH:20][C:21]([CH:27]=[O:28])=[C:22]([C:23]([F:26])([F:25])[F:24])[C:12]=3[N:11]=2)=[CH:6][CH:5]=1)([CH3:3])[CH3:2].[BH4-].[Na+]. (5) The reactants are: Cl[C:2]1[CH:3]=[C:4]([CH:8]=[CH:9][CH:10]=1)[C:5]([OH:7])=[O:6].[CH:11]([C:13]1[CH:18]=[CH:17][CH:16]=[CH:15][C:14]=1B(O)O)=[O:12].C([O-])([O-])=O.[K+].[K+]. Given the product [OH2:6].[CH:11]([C:13]1[CH:18]=[CH:17][CH:16]=[CH:15][C:14]=1[C:2]1[CH:10]=[CH:9][CH:8]=[C:4]([C:5]([OH:7])=[O:6])[CH:3]=1)=[O:12], predict the reactants needed to synthesize it. (6) Given the product [OH:22][CH:23]1[CH2:24][N:25]([CH3:26])[C:10](=[O:18])[N:9]1[C:5]1[CH:4]=[C:3]([C:2]([F:1])([F:19])[F:20])[CH:8]=[CH:7][N:6]=1, predict the reactants needed to synthesize it. The reactants are: [F:1][C:2]([F:20])([F:19])[C:3]1[CH:8]=[CH:7][N:6]=[C:5]([NH:9][C:10](=[O:18])OC2C=CC=CC=2)[CH:4]=1.C[O:22][CH:23](OC)[CH2:24][NH:25][CH3:26].Cl. (7) Given the product [F:1][C:2]1[CH:10]=[C:9]2[C:5]([CH:6]=[C:7]([C:12]([O:14][CH3:15])=[O:13])[N:8]2[CH3:11])=[CH:4][CH:3]=1.[F:1][C:2]1[CH:10]=[C:9]2[C:5]([CH:6]=[C:7]([C:12]([O:14][CH2:15][CH3:19])=[O:13])[N:8]2[CH3:11])=[CH:4][CH:3]=1, predict the reactants needed to synthesize it. The reactants are: [F:1][C:2]1[CH:10]=[C:9]2[C:5]([CH:6]=[C:7]([C:12]([O:14][CH3:15])=[O:13])[N:8]2[CH3:11])=[CH:4][CH:3]=1.[H-].[Na+].F[C:19]1C=C2C(C=C(C(OC)=O)N2)=CC=1.IC.Cl.